This data is from Catalyst prediction with 721,799 reactions and 888 catalyst types from USPTO. The task is: Predict which catalyst facilitates the given reaction. (1) Reactant: [N+:1]([C:4]1[CH:5]=[CH:6][C:7]([N:10]2[CH2:13][CH:12]([OH:14])[CH2:11]2)=[N:8][CH:9]=1)([O-])=O.BrC1C=CC([N+]([O-])=O)=CN=1.N1CC(O)C1. Product: [NH2:1][C:4]1[CH:5]=[CH:6][C:7]([N:10]2[CH2:11][CH:12]([OH:14])[CH2:13]2)=[N:8][CH:9]=1. The catalyst class is: 12. (2) Reactant: [F:1][C:2]([F:17])([F:16])[S:3][C:4]1[CH:15]=[CH:14][C:7]([CH2:8][CH:9]([C:12]#[N:13])[C:10]#[N:11])=[CH:6][CH:5]=1.[H-].[Na+].Br[CH2:21][CH2:22][C:23]([F:27])=[C:24]([F:26])[F:25]. Product: [F:27][C:23](=[C:24]([F:26])[F:25])[CH2:22][CH2:21][C:9]([CH2:8][C:7]1[CH:6]=[CH:5][C:4]([S:3][C:2]([F:16])([F:1])[F:17])=[CH:15][CH:14]=1)([C:12]#[N:13])[C:10]#[N:11]. The catalyst class is: 9. (3) Reactant: [CH3:1][O:2][C:3]1[CH:4]=[C:5]2[C:9](=[CH:10][C:11]=1[O:12][CH2:13][C:14]([O:16]C)=[O:15])[N:8]([CH3:18])[CH:7]=[C:6]2[C:19]1[N:27]([S:28]([C:31]2[CH:36]=[CH:35][C:34]([CH3:37])=[CH:33][CH:32]=2)(=[O:30])=[O:29])[C:22]2=[N:23][CH:24]=[CH:25][CH:26]=[C:21]2[CH:20]=1. Product: [CH3:1][O:2][C:3]1[CH:4]=[C:5]2[C:9](=[CH:10][C:11]=1[O:12][CH2:13][C:14]([OH:16])=[O:15])[N:8]([CH3:18])[CH:7]=[C:6]2[C:19]1[N:27]([S:28]([C:31]2[CH:32]=[CH:33][C:34]([CH3:37])=[CH:35][CH:36]=2)(=[O:29])=[O:30])[C:22]2=[N:23][CH:24]=[CH:25][CH:26]=[C:21]2[CH:20]=1. The catalyst class is: 500. (4) Reactant: [ClH:1].[CH2:2]([N:9]1[CH2:14][CH2:13][C:12](=O)[CH:11]([C:16](OC)=O)[CH2:10]1)[C:3]1[CH:8]=[CH:7][CH:6]=[CH:5][CH:4]=1.C(=O)(O)O.[NH2:24][C:25]([NH2:27])=[NH:26]. Product: [CH2:2]([N:9]1[CH2:14][CH2:13][C:12]2[N:26]=[C:25]([NH2:27])[N:24]=[C:16]([Cl:1])[C:11]=2[CH2:10]1)[C:3]1[CH:8]=[CH:7][CH:6]=[CH:5][CH:4]=1. The catalyst class is: 14.